From a dataset of Full USPTO retrosynthesis dataset with 1.9M reactions from patents (1976-2016). Predict the reactants needed to synthesize the given product. (1) Given the product [Cl:1][C:2]1[CH:3]=[N:4][CH:5]=[C:6]([C:8]#[CH:9])[CH:7]=1, predict the reactants needed to synthesize it. The reactants are: [Cl:1][C:2]1[CH:3]=[N:4][CH:5]=[C:6]([C:8]#[C:9][Si](C)(C)C)[CH:7]=1.C(=O)([O-])[O-].[K+].[K+]. (2) Given the product [CH2:1]([O:8][C:9]([N:11]1[CH2:12][C:13](=[O:15])[N:21]2[CH2:25][CH2:24][CH2:16][C@H:17]2[C:18]1=[O:33])=[O:10])[C:2]1[CH:3]=[CH:4][CH:5]=[CH:6][CH:7]=1, predict the reactants needed to synthesize it. The reactants are: [CH2:1]([O:8][C:9]([N:11]1[CH2:18][CH2:17][CH2:16][C@H:12]1[C:13]([OH:15])=O)=[O:10])[C:2]1[CH:7]=[CH:6][CH:5]=[CH:4][CH:3]=1.C(N1C=CN=C1)([N:21]1[CH:25]=[CH:24]N=C1)=O.Cl.C[O:33]C(=O)CN.C(N(CC)CC)C. (3) Given the product [O:3]1[CH2:4][CH2:5][CH2:6][O:1][CH:2]1[C:7]1[CH:12]=[CH:11][C:10]([C:13]2[S:14][C:15]3[C:20]([N:21]=2)=[CH:19][CH:18]=[C:17]([CH:22]([C:24]2[CH:25]=[CH:26][CH:27]=[CH:28][CH:29]=2)[OH:23])[N:16]=3)=[C:9]([F:30])[CH:8]=1, predict the reactants needed to synthesize it. The reactants are: [O:1]1[CH2:6][CH2:5][CH2:4][O:3][CH:2]1[C:7]1[CH:12]=[CH:11][C:10]([C:13]2[S:14][C:15]3[C:20]([N:21]=2)=[CH:19][CH:18]=[C:17]([C:22]([C:24]2[CH:29]=[CH:28][CH:27]=[CH:26][CH:25]=2)=[O:23])[N:16]=3)=[C:9]([F:30])[CH:8]=1.[BH4-].[Na+].[NH4+].[Cl-].